From a dataset of Full USPTO retrosynthesis dataset with 1.9M reactions from patents (1976-2016). Predict the reactants needed to synthesize the given product. (1) The reactants are: CC1(C)C(C)(C)[O:5][B:4]([C:9]2[CH:10]=[C:11]3[C:17]([C:18]([O:20][CH3:21])=[O:19])=[N:16][N:15]([CH2:22][O:23][CH2:24][CH2:25][Si:26]([CH3:29])([CH3:28])[CH3:27])[C:12]3=[N:13][CH:14]=2)[O:3]1.C([O-])(=O)C.[NH4+].I([O-])(=O)(=O)=O.[Na+]. Given the product [CH3:21][O:20][C:18]([C:17]1[C:11]2[C:12](=[N:13][CH:14]=[C:9]([B:4]([OH:5])[OH:3])[CH:10]=2)[N:15]([CH2:22][O:23][CH2:24][CH2:25][Si:26]([CH3:27])([CH3:29])[CH3:28])[N:16]=1)=[O:19], predict the reactants needed to synthesize it. (2) The reactants are: C(C1C=CC(C[S:8][C:9]2[CH:10]=[C:11]([O:19][CH2:20][O:21][CH3:22])[C:12](=[O:18])[N:13]([CH2:15][O:16][CH3:17])[CH:14]=2)=CC=1)C.Cl[CH2:26][C:27]1[CH:32]=[CH:31][C:30]([Cl:33])=[CH:29][N:28]=1. Given the product [Cl:33][C:30]1[CH:31]=[CH:32][C:27]([CH2:26][S:8][C:9]2[CH:10]=[C:11]([O:19][CH2:20][O:21][CH3:22])[C:12](=[O:18])[N:13]([CH2:15][O:16][CH3:17])[CH:14]=2)=[N:28][CH:29]=1, predict the reactants needed to synthesize it. (3) Given the product [Cl:1][C:2]1[C:7]([Cl:8])=[CH:6][CH:5]=[CH:4][C:3]=1[C:9]1([OH:22])[CH2:14][CH2:13][NH:12][CH2:11][CH2:10]1, predict the reactants needed to synthesize it. The reactants are: [Cl:1][C:2]1[C:7]([Cl:8])=[CH:6][CH:5]=[CH:4][C:3]=1[C:9]1([OH:22])[CH2:14][CH2:13][N:12](C(OC(C)(C)C)=O)[CH2:11][CH2:10]1.FC(F)(F)C(O)=O. (4) Given the product [Br:1][C:2]1[S:6][C:5]([C:7]([NH:46][CH:47]2[CH2:51][N:50]([C:52]3[CH:61]=[CH:60][C:55]([C:56]([O:58][CH3:59])=[O:57])=[C:54]([CH3:62])[CH:53]=3)[C:49](=[O:63])[CH2:48]2)=[O:9])=[CH:4][CH:3]=1, predict the reactants needed to synthesize it. The reactants are: [Br:1][C:2]1[S:6][C:5]([C:7]([OH:9])=O)=[CH:4][CH:3]=1.CN1CCOCC1.CN(C(ON1N=NC2C=CC=CC1=2)=[N+](C)C)C.[B-](F)(F)(F)F.FC(F)(F)C(O)=O.[NH2:46][CH:47]1[CH2:51][N:50]([C:52]2[CH:61]=[CH:60][C:55]([C:56]([O:58][CH3:59])=[O:57])=[C:54]([CH3:62])[CH:53]=2)[C:49](=[O:63])[CH2:48]1.C(=O)([O-])O.[Na+].